This data is from Forward reaction prediction with 1.9M reactions from USPTO patents (1976-2016). The task is: Predict the product of the given reaction. Given the reactants C(=O)(O)[O-].[Na+].CC(OC(OC(OC(C)(C)C)=O)=O)(C)C.[CH3:21][C@@H:22]([NH:33][CH2:34][CH2:35][CH2:36][C:37]1[CH:38]=[CH:39][CH:40]=[C:41]([C:43]([F:46])([F:45])[F:44])[CH:42]=1)[C:23]1[CH:24]=[CH:25][CH:26]=[C:27]2[CH:32]=[CH:31][CH:30]=[CH:29][C:28]=12.[ClH:47], predict the reaction product. The product is: [CH3:21][C@@H:22]([NH:33][CH2:34][CH2:35][CH2:36][C:37]1[CH:38]=[CH:39][CH:40]=[C:41]([C:43]([F:44])([F:45])[F:46])[CH:42]=1)[C:23]1[CH:24]=[CH:25][CH:26]=[C:27]2[CH:32]=[CH:31][CH:30]=[CH:29][C:28]=12.[ClH:47].